From a dataset of Catalyst prediction with 721,799 reactions and 888 catalyst types from USPTO. Predict which catalyst facilitates the given reaction. (1) Reactant: [CH:1]1([N:4]([CH2:33][C:34]2[CH:39]=[C:38]([CH2:40][CH2:41][CH2:42][O:43][CH3:44])[CH:37]=[C:36]([O:45][CH2:46][CH2:47][O:48][CH3:49])[CH:35]=2)[C:5]([C@@H:7]2[C@:12]([C:18]3[CH:23]=[CH:22][C:21]([F:24])=[C:20]([F:25])[CH:19]=3)([O:13][CH2:14][CH2:15][O:16][CH3:17])[CH2:11][CH2:10][N:9](C(OC(C)(C)C)=O)[CH2:8]2)=[O:6])[CH2:3][CH2:2]1.Cl. Product: [CH:1]1([N:4]([CH2:33][C:34]2[CH:39]=[C:38]([CH2:40][CH2:41][CH2:42][O:43][CH3:44])[CH:37]=[C:36]([O:45][CH2:46][CH2:47][O:48][CH3:49])[CH:35]=2)[C:5]([C@@H:7]2[C@:12]([C:18]3[CH:23]=[CH:22][C:21]([F:24])=[C:20]([F:25])[CH:19]=3)([O:13][CH2:14][CH2:15][O:16][CH3:17])[CH2:11][CH2:10][NH:9][CH2:8]2)=[O:6])[CH2:3][CH2:2]1. The catalyst class is: 4. (2) Reactant: [Br:1][C:2]1[CH:3]=[C:4]([C:9]2[CH:21]=[CH:20][C:12]3[NH:13][C:14](=[O:19])[O:15][C:16]([CH3:18])([CH3:17])[C:11]=3[CH:10]=2)[CH:5]=[C:6]([F:8])[CH:7]=1.[H-].[Na+].I[CH3:25].[Cl-].[NH4+]. Product: [Br:1][C:2]1[CH:3]=[C:4]([C:9]2[CH:21]=[CH:20][C:12]3[N:13]([CH3:25])[C:14](=[O:19])[O:15][C:16]([CH3:17])([CH3:18])[C:11]=3[CH:10]=2)[CH:5]=[C:6]([F:8])[CH:7]=1. The catalyst class is: 3. (3) Reactant: Cl[CH2:2][C:3]1[C:4]([CH3:25])=[N:5][C:6]2[N:7]([CH:17]=[C:18]([C:20]([O:22][CH2:23][CH3:24])=[O:21])[N:19]=2)[C:8]=1[C:9]1[CH:14]=[CH:13][C:12]([Cl:15])=[CH:11][C:10]=1[Cl:16].[N-:26]=[N+:27]=[N-:28].[Na+]. Product: [N:26]([CH2:2][C:3]1[C:4]([CH3:25])=[N:5][C:6]2[N:7]([CH:17]=[C:18]([C:20]([O:22][CH2:23][CH3:24])=[O:21])[N:19]=2)[C:8]=1[C:9]1[CH:14]=[CH:13][C:12]([Cl:15])=[CH:11][C:10]=1[Cl:16])=[N+:27]=[N-:28]. The catalyst class is: 31. (4) Reactant: Cl.[CH3:2][C:3]1[CH:8]=[CH:7][C:6]([C:9]2[N:13]=[C:12]([CH2:14][NH:15][CH3:16])[O:11][N:10]=2)=[CH:5][C:4]=1[NH:17][C:18]([C:20]1[N:24]2[CH:25]=[CH:26][CH:27]=[CH:28][C:23]2=[N:22][CH:21]=1)=[O:19].[CH3:29][S:30](Cl)(=[O:32])=[O:31]. Product: [CH3:2][C:3]1[CH:8]=[CH:7][C:6]([C:9]2[N:13]=[C:12]([CH2:14][N:15]([CH3:16])[S:30]([CH3:29])(=[O:32])=[O:31])[O:11][N:10]=2)=[CH:5][C:4]=1[NH:17][C:18]([C:20]1[N:24]2[CH:25]=[CH:26][CH:27]=[CH:28][C:23]2=[N:22][CH:21]=1)=[O:19]. The catalyst class is: 17. (5) Reactant: [NH2:1][C:2]1[C:3]([C:7]2[N:8]([CH2:18][CH3:19])[C:9]3[C:14]([CH:15]=O)=[CH:13][N:12]=[CH:11][C:10]=3[N:17]=2)=[N:4][O:5][N:6]=1.[CH:20]([N:23](C(C)C)[CH2:24][CH3:25])(C)[CH3:21].[C:29](O[BH-](OC(=O)C)OC(=O)C)(=O)C.[Na+].[NH:43]1[CH2:48][CH2:47][CH2:46][CH2:45][CH2:44]1. Product: [CH2:18]([N:8]1[C:9]2[C:14]([CH2:15][C@H:29]3[CH2:44][CH2:45][CH2:46][CH:47]3[CH2:48][N:43]3[CH2:25][CH2:24][NH:23][CH2:20][CH2:21]3)=[CH:13][N:12]=[CH:11][C:10]=2[N:17]=[C:7]1[C:3]1[C:2]([NH2:1])=[N:6][O:5][N:4]=1)[CH3:19]. The catalyst class is: 26. (6) Product: [C:20]([NH:23][CH2:24][C:25]([NH:1][CH2:2][C@:3]1([CH2:18][OH:19])[O:7][C@@H:6]([N:8]2[CH:16]=[C:14]([CH3:15])[C:12](=[O:13])[NH:11][C:9]2=[O:10])[CH2:5][C@@H:4]1[OH:17])=[O:26])(=[O:22])[CH3:21]. The catalyst class is: 9. Reactant: [NH2:1][CH2:2][C@:3]1([CH2:18][OH:19])[O:7][C@@H:6]([N:8]2[CH:16]=[C:14]([CH3:15])[C:12](=[O:13])[NH:11][C:9]2=[O:10])[CH2:5][C@@H:4]1[OH:17].[C:20]([NH:23][CH2:24][C:25](O)=[O:26])(=[O:22])[CH3:21].[B-](F)(F)(F)F.CN(C(ON1C(=O)CCC1=O)=[N+](C)C)C.C(N(C(C)C)CC)(C)C. (7) Reactant: [CH2:1]([O:8][C:9]([N:11]1[CH:16]2[CH2:17][CH2:18][CH:12]1[CH2:13][CH:14]([N:19]1[CH2:24][CH2:23][C:22]3([C:33]4[C:28](=[CH:29][CH:30]=[CH:31][CH:32]=4)[CH2:27][N:26]([C:34](OC(C)(C)C)=[O:35])[CH2:25]3)[CH2:21][CH2:20]1)[CH2:15]2)=[O:10])[C:2]1C=CC=CC=1. Product: [CH3:9][N:11]([CH3:12])[C:34]([N:26]1[CH2:25][C:22]2([CH2:23][CH2:24][N:19]([CH:14]3[CH2:15][CH:16]4[N:11]([C:9]([O:8][C@@H:1]5[CH2:2][CH2:1][O:8][CH2:2]5)=[O:10])[CH:12]([CH2:18][CH2:17]4)[CH2:13]3)[CH2:20][CH2:21]2)[C:33]2[C:28](=[CH:29][CH:30]=[CH:31][CH:32]=2)[CH2:27]1)=[O:35]. The catalyst class is: 19.